From a dataset of Full USPTO retrosynthesis dataset with 1.9M reactions from patents (1976-2016). Predict the reactants needed to synthesize the given product. (1) Given the product [NH2:1][CH:2]([C:7]1[CH:8]=[C:9]([CH2:21][O:22][C:23]2[CH:28]=[CH:27][CH:26]=[CH:25][C:24]=2[CH2:29][C:30]([OH:32])=[O:31])[CH:10]=[C:11]([C:13]2[CH:18]=[CH:17][CH:16]=[C:15]([CH2:19][NH2:20])[CH:14]=2)[CH:12]=1)[C:3]([F:4])([F:5])[F:6], predict the reactants needed to synthesize it. The reactants are: [NH2:1][CH:2]([C:7]1[CH:8]=[C:9]([CH2:21][O:22][C:23]2[CH:28]=[CH:27][CH:26]=[CH:25][C:24]=2[CH2:29][C:30]([O:32]C)=[O:31])[CH:10]=[C:11]([C:13]2[CH:18]=[CH:17][CH:16]=[C:15]([CH2:19][NH2:20])[CH:14]=2)[CH:12]=1)[C:3]([F:6])([F:5])[F:4].O[Li].O. (2) Given the product [C:1]([C:4]1[CH:5]=[C:6]([NH:10][C:11](=[S:14])[NH:12][N:13]=[CH:26][C:17]2[C:18]3[C:23](=[CH:22][CH:21]=[CH:20][CH:19]=3)[CH:24]=[CH:25][C:16]=2[OH:15])[CH:7]=[CH:8][CH:9]=1)([OH:3])=[O:2], predict the reactants needed to synthesize it. The reactants are: [C:1]([C:4]1[CH:5]=[C:6]([NH:10][C:11](=[S:14])[NH:12][NH2:13])[CH:7]=[CH:8][CH:9]=1)([OH:3])=[O:2].[OH:15][C:16]1[CH:25]=[CH:24][C:23]2[C:18](=[CH:19][CH:20]=[CH:21][CH:22]=2)[C:17]=1[CH:26]=O.